From a dataset of Forward reaction prediction with 1.9M reactions from USPTO patents (1976-2016). Predict the product of the given reaction. (1) Given the reactants [CH:1]1([NH2:4])[CH2:3][CH2:2]1.C([O:7][C:8]([C:10]1[N:14]([CH2:15][CH3:16])[N:13]=[CH:12][C:11]=1[CH2:17][N:18]1[CH2:22][CH:21]2[CH2:23][N:24]([C:26]([O:28][CH:29]([C:34]([F:37])([F:36])[F:35])[C:30]([F:33])([F:32])[F:31])=[O:27])[CH2:25][CH:20]2[CH2:19]1)=O)C, predict the reaction product. The product is: [CH:1]1([NH:4][C:8]([C:10]2[N:14]([CH2:15][CH3:16])[N:13]=[CH:12][C:11]=2[CH2:17][N:18]2[CH2:19][CH:20]3[CH2:25][N:24]([C:26]([O:28][CH:29]([C:30]([F:31])([F:32])[F:33])[C:34]([F:35])([F:36])[F:37])=[O:27])[CH2:23][CH:21]3[CH2:22]2)=[O:7])[CH2:3][CH2:2]1. (2) Given the reactants CCN(C(C)C)C(C)C.Cl.[S:11]([N:21]1[C:25]2=[N:26][CH:27]=[C:28]([CH2:30][NH2:31])[N:29]=[C:24]2[CH:23]=[CH:22]1)([C:14]1[CH:20]=[CH:19][C:17]([CH3:18])=[CH:16][CH:15]=1)(=[O:13])=[O:12].[C:32]([N:39]1[CH2:44][CH2:43][CH2:42][C@@H:41]([C:45](O)=[O:46])[CH2:40]1)([O:34][C:35]([CH3:38])([CH3:37])[CH3:36])=[O:33].CN(C(ON1N=NC2C=CC=NC1=2)=[N+](C)C)C.F[P-](F)(F)(F)(F)F, predict the reaction product. The product is: [S:11]([N:21]1[C:25]2=[N:26][CH:27]=[C:28]([CH2:30][NH:31][C:45]([C@@H:41]3[CH2:42][CH2:43][CH2:44][N:39]([C:32]([O:34][C:35]([CH3:38])([CH3:37])[CH3:36])=[O:33])[CH2:40]3)=[O:46])[N:29]=[C:24]2[CH:23]=[CH:22]1)([C:14]1[CH:15]=[CH:16][C:17]([CH3:18])=[CH:19][CH:20]=1)(=[O:12])=[O:13]. (3) The product is: [CH3:22][C:11]1[CH:10]=[C:9]([S:6][CH:42]([C:38]2[CH:37]=[C:36]([C:33]3[CH:34]=[CH:35][C:30]([C:29]([F:28])([F:45])[F:46])=[CH:31][CH:32]=3)[CH:41]=[CH:40][CH:39]=2)[CH3:43])[CH:21]=[CH:20][C:12]=1[O:13][CH2:14][C:15]([O:17][CH2:18][CH3:19])=[O:16]. Given the reactants CC(O)=O.Cl[S:6]([C:9]1[CH:21]=[CH:20][C:12]([O:13][CH2:14][C:15]([O:17][CH2:18][CH3:19])=[O:16])=[C:11]([CH3:22])[CH:10]=1)(=O)=O.Cl[Si](Cl)(C)C.[F:28][C:29]([F:46])([F:45])[C:30]1[CH:35]=[CH:34][C:33]([C:36]2[CH:41]=[CH:40][CH:39]=[C:38]([CH:42](O)[CH3:43])[CH:37]=2)=[CH:32][CH:31]=1, predict the reaction product. (4) The product is: [CH2:1]([O:3][C:4]([C:6]1[CH:10]=[C:9]([CH:11]=[N:14][NH2:15])[NH:8][C:7]=1[CH3:13])=[O:5])[CH3:2]. Given the reactants [CH2:1]([O:3][C:4]([C:6]1[CH:10]=[C:9]([CH:11]=O)[NH:8][C:7]=1[CH3:13])=[O:5])[CH3:2].[NH2:14][NH2:15], predict the reaction product.